Dataset: Catalyst prediction with 721,799 reactions and 888 catalyst types from USPTO. Task: Predict which catalyst facilitates the given reaction. (1) Reactant: CO[CH:3](OC)[CH2:4][NH2:5].[Br:8][C:9]1[CH:10]=[C:11]([C:16](Cl)=[N:17][C:18]2[CH:23]=[CH:22][CH:21]=[C:20]([Cl:24])[C:19]=2[Cl:25])[C:12]([Cl:15])=[N:13][CH:14]=1.C1(C)C=CC(S(O)(=O)=O)=CC=1. Product: [Br:8][C:9]1[CH:10]=[C:11]([C:16]2[N:17]([C:18]3[CH:23]=[CH:22][CH:21]=[C:20]([Cl:24])[C:19]=3[Cl:25])[CH:3]=[CH:4][N:5]=2)[C:12]([Cl:15])=[N:13][CH:14]=1. The catalyst class is: 7. (2) Reactant: [O:1]=[C:2]1[CH2:7][CH2:6][CH:5]([C:8](OCC)=[O:9])[CH2:4][CH2:3]1.[AlH4-].[Li+]. Product: [OH:9][CH2:8][CH:5]1[CH2:6][CH2:7][CH:2]([OH:1])[CH2:3][CH2:4]1. The catalyst class is: 28. (3) Product: [CH3:1][O:2][C:3](=[O:40])[NH:4][C:5]1[CH:10]=[C:9]([C:11]2[CH:19]=[CH:18][CH:17]=[C:16]3[C:12]=2[CH:13]=[CH:14][N:15]3[Si:20]([CH:27]([CH3:29])[CH3:28])([CH:24]([CH3:26])[CH3:25])[CH:21]([CH3:23])[CH3:22])[CH:8]=[C:7]([C:30]([C:32]2[CH:37]=[C:36]([CH3:38])[N:35]=[C:34]([CH3:41])[CH:33]=2)=[O:31])[CH:6]=1. Reactant: [CH3:1][O:2][C:3](=[O:40])[NH:4][C:5]1[CH:10]=[C:9]([C:11]2[CH:19]=[CH:18][CH:17]=[C:16]3[C:12]=2[CH:13]=[CH:14][N:15]3[Si:20]([CH:27]([CH3:29])[CH3:28])([CH:24]([CH3:26])[CH3:25])[CH:21]([CH3:23])[CH3:22])[CH:8]=[C:7]([C:30]([C:32]2[CH:37]=[C:36]([CH3:38])[N:35]=[C:34](Cl)[CH:33]=2)=[O:31])[CH:6]=1.[C:41](=O)([O-])[O-].[K+].[K+].CB(O)O. The catalyst class is: 70. (4) Reactant: [N:1]1C=CC=C(C(N)C)C=1.[N:10]1[C:19]2[C:14](=[CH:15][CH:16]=[CH:17][CH:18]=2)[C:13]([C:20](=O)[CH3:21])=[CH:12][CH:11]=1.N.CO.C([BH3-])#N.[Na+]. Product: [N:10]1[C:19]2[C:14](=[CH:15][CH:16]=[CH:17][CH:18]=2)[C:13]([CH:20]([NH2:1])[CH3:21])=[CH:12][CH:11]=1. The catalyst class is: 15. (5) Reactant: [N+:1]([C:4]1[CH:9]=[CH:8][CH:7]=[CH:6][C:5]=1[S:10]([NH:13][C@@H:14]1[CH2:19][CH2:18][CH2:17][C@H:16]([C:20]([O:22][CH2:23][CH3:24])=[O:21])[CH2:15]1)(=[O:12])=[O:11])([O-:3])=[O:2].[C:25](=O)([O-])[O-].[Cs+].[Cs+].CI. Product: [CH3:25][N:13]([C@@H:14]1[CH2:19][CH2:18][CH2:17][C@H:16]([C:20]([O:22][CH2:23][CH3:24])=[O:21])[CH2:15]1)[S:10]([C:5]1[CH:6]=[CH:7][CH:8]=[CH:9][C:4]=1[N+:1]([O-:3])=[O:2])(=[O:12])=[O:11]. The catalyst class is: 9.